Dataset: Forward reaction prediction with 1.9M reactions from USPTO patents (1976-2016). Task: Predict the product of the given reaction. (1) Given the reactants [CH3:1][N:2]([CH3:18])[CH2:3][CH2:4][CH2:5][O:6][C:7]1[C:8]([F:17])=[CH:9][C:10]([N+:14]([O-])=O)=[C:11]([NH2:13])[CH:12]=1.[H][H], predict the reaction product. The product is: [CH3:18][N:2]([CH3:1])[CH2:3][CH2:4][CH2:5][O:6][C:7]1[CH:12]=[C:11]([NH2:13])[C:10]([NH2:14])=[CH:9][C:8]=1[F:17]. (2) Given the reactants [CH3:1][C:2]([CH3:9])([CH2:6][O:7][CH3:8])[C:3]([OH:5])=[O:4].C(OC(=O)C(C)(C)CO)C.C(Cl)[C:21]1[CH:26]=[CH:25][CH:24]=[CH:23][CH:22]=1, predict the reaction product. The product is: [CH3:1][C:2]([CH3:9])([CH2:6][O:7][CH2:8][C:21]1[CH:26]=[CH:25][CH:24]=[CH:23][CH:22]=1)[C:3]([OH:5])=[O:4]. (3) Given the reactants C[S-].[Na+].[Cl:4][C:5]1[N:10]=[C:9]([S:11]([CH3:14])(=O)=O)[N:8]=[C:7]([NH:15][CH:16]([CH3:18])[CH3:17])[C:6]=1[C:19]1[C:24]([F:25])=[CH:23][C:22]([F:26])=[CH:21][C:20]=1[F:27], predict the reaction product. The product is: [Cl:4][C:5]1[N:10]=[C:9]([S:11][CH3:14])[N:8]=[C:7]([NH:15][CH:16]([CH3:18])[CH3:17])[C:6]=1[C:19]1[C:24]([F:25])=[CH:23][C:22]([F:26])=[CH:21][C:20]=1[F:27]. (4) Given the reactants Br[C:2]1[N:3]([CH3:20])[N:4]=[C:5]2[C:10]=1[CH2:9][CH2:8][CH2:7][N:6]2[C:11]1[C:16]([CH3:17])=[CH:15][C:14]([CH3:18])=[CH:13][C:12]=1[CH3:19].C([Li])CCC.CCOCC.[C:31](Cl)(=[O:35])[CH2:32][CH2:33][CH3:34], predict the reaction product. The product is: [CH3:20][N:3]1[C:2]([C:31](=[O:35])[CH2:32][CH2:33][CH3:34])=[C:10]2[C:5]([N:6]([C:11]3[C:16]([CH3:17])=[CH:15][C:14]([CH3:18])=[CH:13][C:12]=3[CH3:19])[CH2:7][CH2:8][CH2:9]2)=[N:4]1.